Task: Predict the reactants needed to synthesize the given product.. Dataset: Full USPTO retrosynthesis dataset with 1.9M reactions from patents (1976-2016) (1) Given the product [CH3:23][O:24][C:25]1[CH:30]=[CH:29][C:28]([C:31]2[O:21][N:20]=[C:17]3[CH:18]=[CH:19][C:14]([C:13]4[N:9]([C:6]5[CH:5]=[CH:4][C:3]([O:2][CH3:1])=[CH:8][CH:7]=5)[N:10]=[CH:11][CH:12]=4)=[CH:15][C:16]=23)=[CH:27][CH:26]=1, predict the reactants needed to synthesize it. The reactants are: [CH3:1][O:2][C:3]1[CH:8]=[CH:7][C:6]([N:9]2[C:13]([C:14]3[CH:19]=[CH:18][C:17]([N+:20]([O-])=[O:21])=[CH:16][CH:15]=3)=[CH:12][CH:11]=[N:10]2)=[CH:5][CH:4]=1.[CH3:23][O:24][C:25]1[CH:30]=[CH:29][C:28]([CH2:31]C#N)=[CH:27][CH:26]=1. (2) Given the product [CH2:9]([C:5]1[CH:6]=[CH:7][CH:8]=[C:3]([C:1]#[CH:2])[CH:4]=1)[CH3:10], predict the reactants needed to synthesize it. The reactants are: [CH2:1]([C:3]1[CH:4]=[C:5]([C:9]#[C:10][Si](C)(C)C)[CH:6]=[CH:7][CH:8]=1)[CH3:2].C(=O)([O-])[O-].[K+].[K+].